This data is from Full USPTO retrosynthesis dataset with 1.9M reactions from patents (1976-2016). The task is: Predict the reactants needed to synthesize the given product. The reactants are: [S:1]1[C:5]2[CH:6]=[CH:7][CH:8]=[CH:9][C:4]=2[CH:3]=[C:2]1[CH2:10]O.CS(OS(C)(=O)=O)(=O)=O.CCN(C(C)C)C(C)C.[N:30]1([C:36]2[CH:43]=[CH:42][CH:41]=[CH:40][C:37]=2[C:38]#[N:39])[CH2:35][CH2:34][NH:33][CH2:32][CH2:31]1. Given the product [S:1]1[C:5]2[CH:6]=[CH:7][CH:8]=[CH:9][C:4]=2[CH:3]=[C:2]1[CH2:10][N:33]1[CH2:32][CH2:31][N:30]([C:36]2[CH:43]=[CH:42][CH:41]=[CH:40][C:37]=2[C:38]#[N:39])[CH2:35][CH2:34]1, predict the reactants needed to synthesize it.